Dataset: Forward reaction prediction with 1.9M reactions from USPTO patents (1976-2016). Task: Predict the product of the given reaction. (1) Given the reactants [CH2:1]([N:5]1[C:13]2[C:8](=[C:9]([O:15][C:16]([F:19])([F:18])[F:17])[CH:10]=[CH:11][C:12]=2[F:14])[C:7]([C:20](=[O:25])C(F)(F)F)=[CH:6]1)[CH2:2][CH2:3][CH3:4].C[OH:27], predict the reaction product. The product is: [CH2:1]([N:5]1[C:13]2[C:8](=[C:9]([O:15][C:16]([F:19])([F:17])[F:18])[CH:10]=[CH:11][C:12]=2[F:14])[C:7]([C:20]([OH:25])=[O:27])=[CH:6]1)[CH2:2][CH2:3][CH3:4]. (2) Given the reactants [C:1]([CH2:4][CH2:5][NH:6][C:7]1[CH:12]=[CH:11][C:10](C2C=C(C3C=CC(C(OCC)=O)=CC=3)C=CC=2O)=[CH:9][C:8]=1[C:31]([CH3:34])([CH3:33])[CH3:32])(=[O:3])[CH3:2].C(N(CC)CC)C.S(OS(C(F)(F)F)(=O)=O)(C(F)(F)F)(=O)=O.C(CCNC1C=CC([C:69]2[CH:70]=[C:71]([C:83]3[CH:88]=[CH:87][C:86]([C:89]([O:91][CH2:92][CH3:93])=[O:90])=[CH:85][CH:84]=3)[CH:72]=[CH:73][C:74]=2[O:75][S:76]([C:79]([F:82])([F:81])[F:80])(=[O:78])=[O:77])=CC=1C(C)(C)C)(=O)C, predict the reaction product. The product is: [C:1]([CH2:4][CH2:5][NH:6][C:7]1[CH:12]=[CH:11][C:10]([C:85]2[CH:84]=[C:83]([C:71]3[CH:72]=[CH:73][C:74]([O:75][S:76]([C:79]([F:80])([F:81])[F:82])(=[O:78])=[O:77])=[CH:69][CH:70]=3)[CH:88]=[CH:87][C:86]=2[C:89]([O:91][CH2:92][CH3:93])=[O:90])=[CH:9][C:8]=1[C:31]([CH3:34])([CH3:33])[CH3:32])(=[O:3])[CH3:2]. (3) Given the reactants [Cl:1][C:2]1[C:7]([N:8]2[CH2:13][CH2:12][CH:11]([C:14]3[CH:19]=[CH:18][CH:17]=[C:16]([Cl:20])[C:15]=3[Cl:21])[CH2:10][CH2:9]2)=[CH:6][N:5]=[N:4][C:3]=1[NH:22][NH2:23].C(=O)(O)[O-].[Na+].[F:29][C:30]([F:36])([F:35])[CH2:31][C:32](Cl)=[O:33], predict the reaction product. The product is: [Cl:1][C:2]1[C:7]([N:8]2[CH2:13][CH2:12][CH:11]([C:14]3[CH:19]=[CH:18][CH:17]=[C:16]([Cl:20])[C:15]=3[Cl:21])[CH2:10][CH2:9]2)=[CH:6][N:5]=[N:4][C:3]=1[NH:22][NH:23][C:32](=[O:33])[CH2:31][C:30]([F:36])([F:35])[F:29]. (4) Given the reactants [NH2:1][C:2]1[CH:7]=[CH:6][C:5]([O:8][CH3:9])=[CH:4][C:3]=1[N:10]1[CH2:15][CH2:14]N(CC2C=CC=CC=2)[CH2:12][CH:11]1[CH2:23][C:24]([OH:26])=O.[N:27]1[CH:32]=[CH:31][CH:30]=[CH:29][CH:28]=1.Cl.CN(C)[CH2:36][CH2:37]CN=C=NCC, predict the reaction product. The product is: [CH2:32]([N:27]1[CH2:14][CH2:15][N:10]2[C:3]3[CH:4]=[C:5]([O:8][CH3:9])[CH:6]=[CH:7][C:2]=3[NH:1][C:24](=[O:26])[CH2:23][CH:11]2[CH2:12]1)[C:31]1[CH:37]=[CH:36][CH:28]=[CH:29][CH:30]=1. (5) Given the reactants [CH3:1][O:2][C:3]1[CH:8]=[CH:7][C:6]([N:9]2[CH:13]=[N:12][C:11]([C:14]3[CH:15]=[C:16]([CH:21]=[CH:22][CH:23]=3)[C:17]([O:19]C)=[O:18])=[N:10]2)=[CH:5][CH:4]=1.[OH-].[Na+], predict the reaction product. The product is: [CH3:1][O:2][C:3]1[CH:4]=[CH:5][C:6]([N:9]2[CH:13]=[N:12][C:11]([C:14]3[CH:15]=[C:16]([CH:21]=[CH:22][CH:23]=3)[C:17]([OH:19])=[O:18])=[N:10]2)=[CH:7][CH:8]=1.